From a dataset of Forward reaction prediction with 1.9M reactions from USPTO patents (1976-2016). Predict the product of the given reaction. (1) The product is: [O:28]1[CH:32]=[CH:31][CH:30]=[C:29]1[C:2]1[CH:3]=[C:4]2[C:9](=[CH:10][CH:11]=1)[C:8](=[O:12])[NH:7][C:6](=[O:13])[C:5]2=[CH:14][NH:15][C:16]1[CH:17]=[CH:18][C:19]([CH2:22][N:23]2[CH2:24][CH2:25][CH2:26][CH2:27]2)=[CH:20][CH:21]=1. Given the reactants Br[C:2]1[CH:3]=[C:4]2[C:9](=[CH:10][CH:11]=1)[C:8](=[O:12])[NH:7][C:6](=[O:13])[C:5]2=[CH:14][NH:15][C:16]1[CH:21]=[CH:20][C:19]([CH2:22][N:23]2[CH2:27][CH2:26][CH2:25][CH2:24]2)=[CH:18][CH:17]=1.[O:28]1[CH:32]=[CH:31][CH:30]=[C:29]1B(O)O.C(=O)([O-])[O-].[Cs+].[Cs+], predict the reaction product. (2) Given the reactants Cl.[O:2]([C:9]1[CH:14]=[CH:13][C:12]([N:15]2[CH2:20][CH2:19][NH:18][CH2:17][CH2:16]2)=[CH:11][CH:10]=1)[C:3]1[CH:8]=[CH:7][CH:6]=[CH:5][CH:4]=1.Br[CH2:22][C:23]([O:25][CH3:26])=[O:24], predict the reaction product. The product is: [CH3:26][O:25][C:23](=[O:24])[CH2:22][N:18]1[CH2:19][CH2:20][N:15]([C:12]2[CH:13]=[CH:14][C:9]([O:2][C:3]3[CH:4]=[CH:5][CH:6]=[CH:7][CH:8]=3)=[CH:10][CH:11]=2)[CH2:16][CH2:17]1. (3) Given the reactants Br[C:2]1[CH:3]=[CH:4][C:5](O)=[C:6]([C:8]2[CH:17]=[CH:16][C:15]3[C:10](=[CH:11][CH:12]=[C:13]([C:18]4[N:22]([CH:23]5[CH2:28][CH2:27][CH2:26][CH2:25][CH2:24]5)[C:21]5[CH:29]=[CH:30][C:31]([C:33]([OH:35])=[O:34])=[CH:32][C:20]=5[N:19]=4)[CH:14]=3)[N:9]=2)[CH:7]=1.C(O[C:40]([C:42]1C=CC2N(C3CCCCC3)[C:40]([C:42]3C=CC(N)=[C:44](C=O)[CH:43]=3)=N[C:44]=2[CH:43]=1)=O)C.[OH-].[K+], predict the reaction product. The product is: [CH:23]1([N:22]2[C:21]3[CH:29]=[CH:30][C:31]([C:33]([OH:35])=[O:34])=[CH:32][C:20]=3[N:19]=[C:18]2[C:13]2[CH:14]=[C:15]3[C:10](=[CH:11][CH:12]=2)[N:9]=[C:8]([C:6]2[C:5]4[C:4](=[CH:40][CH:42]=[CH:43][CH:44]=4)[CH:3]=[CH:2][CH:7]=2)[CH:17]=[CH:16]3)[CH2:24][CH2:25][CH2:26][CH2:27][CH2:28]1. (4) Given the reactants [CH3:1][O:2][C:3]1[CH:8]=[CH:7][C:6]([C:9]2[CH:13]([C:14]3[CH:19]=[CH:18][CH:17]=[CH:16][CH:15]=3)[C:12]([C:21]([F:24])([F:23])[F:22])(O)[O:11][N:10]=2)=[CH:5][CH:4]=1.C1(C)C=CC(S(O)(=O)=O)=CC=1, predict the reaction product. The product is: [CH3:1][O:2][C:3]1[CH:8]=[CH:7][C:6]([C:9]2[C:13]([C:14]3[CH:19]=[CH:18][CH:17]=[CH:16][CH:15]=3)=[C:12]([C:21]([F:24])([F:22])[F:23])[O:11][N:10]=2)=[CH:5][CH:4]=1. (5) The product is: [F:18][C:19]1[CH:24]=[CH:23][CH:22]=[CH:21][C:20]=1[C:15]1[S:16][C:12]([C:10]([O:9][CH2:7][CH3:8])=[O:11])=[CH:13][N:14]=1. Given the reactants C([O-])([O-])=O.[Na+].[Na+].[CH2:7]([O:9][C:10]([C:12]1[S:16][C:15](Br)=[N:14][CH:13]=1)=[O:11])[CH3:8].[F:18][C:19]1[CH:24]=[CH:23][CH:22]=[CH:21][C:20]=1B(O)O, predict the reaction product. (6) Given the reactants [NH2:1][C:2]1[C:11]2[N:12]=[C:13]([CH2:26][CH2:27][O:28][CH3:29])[N:14]([CH2:15][CH2:16][CH2:17][NH:18]C(=O)OC(C)(C)C)[C:10]=2[C:9]2[CH:8]=[CH:7][CH:6]=[CH:5][C:4]=2[N:3]=1.Cl, predict the reaction product. The product is: [NH2:18][CH2:17][CH2:16][CH2:15][N:14]1[C:10]2[C:9]3[CH:8]=[CH:7][CH:6]=[CH:5][C:4]=3[N:3]=[C:2]([NH2:1])[C:11]=2[N:12]=[C:13]1[CH2:26][CH2:27][O:28][CH3:29]. (7) Given the reactants [NH2:1][C:2]1[CH:11]=[CH:10][CH:9]=[C:8]([OH:12])[C:3]=1[C:4]([O:6][CH3:7])=[O:5].C(=O)(O)[O-].[Na+].[C:18](Cl)(=[O:23])[C:19]([CH3:22])([CH3:21])[CH3:20], predict the reaction product. The product is: [C:19]([C:18]([NH:1][C:2]1[CH:11]=[CH:10][CH:9]=[C:8]([OH:12])[C:3]=1[C:4]([O:6][CH3:7])=[O:5])=[O:23])([CH3:22])([CH3:21])[CH3:20].